Task: Predict the product of the given reaction.. Dataset: Forward reaction prediction with 1.9M reactions from USPTO patents (1976-2016) (1) Given the reactants [F:1][C:2]1[CH:7]=[CH:6][C:5]([N:8]2[C:16]3[CH:15]([CH3:17])[CH2:14][N:13](CC(C4C=CC(OC)=CC=4)(O)C)[CH:12]([CH3:30])[C:11]=3[N:10]=[N:9]2)=[CH:4][CH:3]=1, predict the reaction product. The product is: [F:1][C:2]1[CH:3]=[CH:4][C:5]([N:8]2[C:16]3[CH:15]([CH3:17])[CH2:14][NH:13][CH:12]([CH3:30])[C:11]=3[N:10]=[N:9]2)=[CH:6][CH:7]=1. (2) Given the reactants FC(F)(F)S(O[C:7]1[CH:16]=[C:15]2[C:10]([C:11](=[O:17])[CH2:12][CH2:13][O:14]2)=[CH:9][CH:8]=1)(=O)=O.[CH2:20]([Sn](CCCC)(CCCC)C=C)[CH2:21]CC.[Cl-].[Li+], predict the reaction product. The product is: [CH:20]([C:7]1[CH:16]=[C:15]2[C:10]([C:11](=[O:17])[CH2:12][CH2:13][O:14]2)=[CH:9][CH:8]=1)=[CH2:21]. (3) Given the reactants Br[C:2]1[CH:7]=[CH:6][C:5]([C:8]2[CH:9]=[CH:10][C:11]3[C:12]4[C:13]5C=CC=C[C:14]=5[CH:15]=[CH:16][C:17]=4[CH:18]=[CH:19][C:20]=3[CH:21]=2)=[CH:4][CH:3]=1.[CH2:26]([Li])[CH2:27][CH2:28][CH3:29].[B:31](OC(C)C)([O:36]C(C)C)[O:32]C(C)C.Cl, predict the reaction product. The product is: [CH:26]1[C:20]2[C:19]3[C:14]4[CH:13]=[CH:12][CH:11]=[CH:10][C:15]=4[CH:16]=[CH:17][C:18]=3[CH:9]=[C:8]([C:5]3[CH:6]=[CH:7][C:2]([B:31]([OH:36])[OH:32])=[CH:3][CH:4]=3)[C:21]=2[CH:29]=[CH:28][CH:27]=1. (4) The product is: [CH3:1][O:2][C:3]1[CH:8]=[CH:7][C:6]([N:9]2[C:13]3=[C:14]4[C:18](=[CH:19][CH:20]=[C:12]3[C:11]([C:21]([NH2:23])=[O:22])=[N:10]2)[NH:17][N:16]=[CH:15]4)=[CH:5][CH:4]=1. Given the reactants [CH3:1][O:2][C:3]1[CH:8]=[CH:7][C:6]([N:9]2[C:13]3[C:14]4[CH:15]=[N:16][NH:17][C:18]=4[CH2:19][CH2:20][C:12]=3[C:11]([C:21]([NH2:23])=[O:22])=[N:10]2)=[CH:5][CH:4]=1.C(C1C(=O)C(Cl)=C(Cl)C(=O)C=1C#N)#N, predict the reaction product.